From a dataset of Catalyst prediction with 721,799 reactions and 888 catalyst types from USPTO. Predict which catalyst facilitates the given reaction. (1) Reactant: [Cl:1][C:2]1[N:7]=[CH:6][C:5]([CH2:8][N:9]([CH2:16][CH2:17][CH2:18]I)[C:10]2[CH2:14][O:13][C:12](=[O:15])[CH:11]=2)=[CH:4][CH:3]=1.C([N-]C(C)C)(C)C.[Li+].CO. Product: [Cl:1][C:2]1[N:7]=[CH:6][C:5]([CH2:8][N:9]2[CH2:16][CH2:17][CH2:18][CH:14]3[O:13][C:12](=[O:15])[CH:11]=[C:10]23)=[CH:4][CH:3]=1. The catalyst class is: 7. (2) Reactant: Cl[C:2]1[CH:12]=[C:6]2[N:7]([CH3:11])[CH2:8][CH2:9][CH2:10][N:5]2[C:4](=[O:13])[N:3]=1.[F:14][C:15]1[CH:16]=[C:17]([CH2:33][OH:34])[CH:18]=[C:19]([F:32])[C:20]=1[O:21][C:22]1[CH:23]=[N:24][C:25]([C:28]([F:31])([F:30])[F:29])=[CH:26][CH:27]=1.[H-].[Na+].Cl. Product: [F:14][C:15]1[CH:16]=[C:17]([CH:18]=[C:19]([F:32])[C:20]=1[O:21][C:22]1[CH:23]=[N:24][C:25]([C:28]([F:31])([F:29])[F:30])=[CH:26][CH:27]=1)[CH2:33][O:34][C:2]1[CH:12]=[C:6]2[N:7]([CH3:11])[CH2:8][CH2:9][CH2:10][N:5]2[C:4](=[O:13])[N:3]=1. The catalyst class is: 9. (3) Reactant: N#N.[CH3:3][O:4][C:5]1[CH:31]=[CH:30][C:8]2[NH:9][C:10]([C@H:12]([NH:22]C(=O)OC(C)(C)C)[CH2:13][C:14]3[CH:19]=[CH:18][C:17]([O:20][CH3:21])=[CH:16][CH:15]=3)=[N:11][C:7]=2[CH:6]=1.[ClH:32]. Product: [ClH:32].[ClH:32].[CH3:3][O:4][C:5]1[CH:31]=[CH:30][C:8]2[NH:9][C:10]([C@H:12]([NH2:22])[CH2:13][C:14]3[CH:19]=[CH:18][C:17]([O:20][CH3:21])=[CH:16][CH:15]=3)=[N:11][C:7]=2[CH:6]=1. The catalyst class is: 135. (4) Reactant: P(O)(O)(O)=O.P(OCCN(CC)CCCOC1C=C2C(C(NC3C=C(CC(NC4C=CC=C(F)C=4)=O)NN=3)=NC=N2)=CC=1F)(OC(C)(C)C)(OC(C)(C)C)=O.[CH2:56]([OH:63])[C:57]1[CH:62]=[CH:61][CH:60]=[CH:59][CH:58]=1.[H-].[Na+].[F:66][C:67]1[CH:68]=[C:69]2[C:74](=[CH:75][C:76]=1F)[NH:73][CH:72]=[N:71][C:70]2=[O:78]. Product: [CH2:56]([O:63][C:76]1[CH:75]=[C:74]2[C:69]([C:70](=[O:78])[N:71]=[CH:72][NH:73]2)=[CH:68][C:67]=1[F:66])[C:57]1[CH:62]=[CH:61][CH:60]=[CH:59][CH:58]=1. The catalyst class is: 35. (5) Reactant: [OH:1][CH2:2][C:3]1[C:4]([C:9]([O:11][CH:12]([CH3:14])[CH3:13])=[O:10])=[N:5][CH:6]=[CH:7][CH:8]=1.CC(OI1(OC(C)=O)(OC(C)=O)OC(=O)C2C=CC=CC1=2)=O.S([O-])([O-])(=O)=S.[Na+].[Na+].C(=O)(O)[O-].[Na+]. Product: [CH:2]([C:3]1[C:4]([C:9]([O:11][CH:12]([CH3:14])[CH3:13])=[O:10])=[N:5][CH:6]=[CH:7][CH:8]=1)=[O:1]. The catalyst class is: 363. (6) Reactant: [CH3:1][C:2]1[CH:3]=[C:4]([CH:7]=[CH:8][CH:9]=1)[CH2:5][OH:6].C1N=CN([C:15](N2C=NC=C2)=[O:16])C=1.FC(F)(F)C(O)=O.[NH2:29][CH2:30][CH2:31][CH2:32][N:33]1[C:41](=[O:42])[C:40]2[NH:39][C:38]([Cl:43])=[N:37][C:36]=2[N:35]([CH2:44][CH2:45][CH2:46][CH2:47][CH3:48])[C:34]1=[O:49].CCN(C(C)C)C(C)C. Product: [Cl:43][C:38]1[NH:39][C:40]2[C:41](=[O:42])[N:33]([CH2:32][CH2:31][CH2:30][NH:29][C:15](=[O:16])[O:6][CH2:5][C:4]3[CH:7]=[CH:8][CH:9]=[C:2]([CH3:1])[CH:3]=3)[C:34](=[O:49])[N:35]([CH2:44][CH2:45][CH2:46][CH2:47][CH3:48])[C:36]=2[N:37]=1. The catalyst class is: 2. (7) Reactant: [CH3:1][O:2][C:3]1[CH:8]=[CH:7][CH:6]=[CH:5][C:4]=1[C:9]1[S:10][CH:11]=[C:12](C(O)=O)[N:13]=1.P([N:33]=[N+]=[N-])(OC1C=CC=CC=1)(OC1C=CC=CC=1)=O.[N:36]1([CH2:42][C:43]2[N:48]=[C:47]([NH2:49])[CH:46]=[CH:45][CH:44]=2)[CH2:41][CH2:40][CH2:39][CH2:38][CH2:37]1.CCO[C:53](C)=[O:54]. Product: [CH3:1][O:2][C:3]1[CH:8]=[CH:7][CH:6]=[CH:5][C:4]=1[C:9]1[S:10][CH:11]=[C:12]([NH:33][C:53]([NH:49][C:47]2[CH:46]=[CH:45][CH:44]=[C:43]([CH2:42][N:36]3[CH2:37][CH2:38][CH2:39][CH2:40][CH2:41]3)[N:48]=2)=[O:54])[N:13]=1. The catalyst class is: 11. (8) Reactant: FC(F)(F)C(O)=O.[F:8][C:9]([F:33])([F:32])[C:10]1[N:14]2[N:15]=[C:16]([N:19]3[CH2:24][CH2:23][N:22](C(OC(C)(C)C)=O)[CH2:21][CH2:20]3)[CH:17]=[CH:18][C:13]2=[N:12][N:11]=1.C(=O)(O)[O-].[Na+]. Product: [N:19]1([C:16]2[CH:17]=[CH:18][C:13]3[N:14]([C:10]([C:9]([F:8])([F:32])[F:33])=[N:11][N:12]=3)[N:15]=2)[CH2:20][CH2:21][NH:22][CH2:23][CH2:24]1. The catalyst class is: 4.